From a dataset of NCI-60 drug combinations with 297,098 pairs across 59 cell lines. Regression. Given two drug SMILES strings and cell line genomic features, predict the synergy score measuring deviation from expected non-interaction effect. (1) Drug 1: CC1=C(C=C(C=C1)C(=O)NC2=CC(=CC(=C2)C(F)(F)F)N3C=C(N=C3)C)NC4=NC=CC(=N4)C5=CN=CC=C5. Drug 2: C1=NC(=NC(=O)N1C2C(C(C(O2)CO)O)O)N. Cell line: COLO 205. Synergy scores: CSS=36.4, Synergy_ZIP=0.0889, Synergy_Bliss=-0.796, Synergy_Loewe=-11.0, Synergy_HSA=-1.90. (2) Drug 1: CC(CN1CC(=O)NC(=O)C1)N2CC(=O)NC(=O)C2. Drug 2: CC1=C(C(CCC1)(C)C)C=CC(=CC=CC(=CC(=O)O)C)C. Synergy scores: CSS=39.3, Synergy_ZIP=4.85, Synergy_Bliss=4.18, Synergy_Loewe=14.0, Synergy_HSA=14.6. Cell line: KM12. (3) Drug 1: CN(C)C1=NC(=NC(=N1)N(C)C)N(C)C. Drug 2: CCN(CC)CCCC(C)NC1=C2C=C(C=CC2=NC3=C1C=CC(=C3)Cl)OC. Cell line: M14. Synergy scores: CSS=6.91, Synergy_ZIP=-1.75, Synergy_Bliss=-1.45, Synergy_Loewe=-14.4, Synergy_HSA=-5.14. (4) Drug 1: CCC1(CC2CC(C3=C(CCN(C2)C1)C4=CC=CC=C4N3)(C5=C(C=C6C(=C5)C78CCN9C7C(C=CC9)(C(C(C8N6C=O)(C(=O)OC)O)OC(=O)C)CC)OC)C(=O)OC)O.OS(=O)(=O)O. Drug 2: C1CN(P(=O)(OC1)NCCCl)CCCl. Cell line: A498. Synergy scores: CSS=2.59, Synergy_ZIP=-1.58, Synergy_Bliss=-2.41, Synergy_Loewe=-0.557, Synergy_HSA=-1.70. (5) Drug 1: C1=CC(=CC=C1CCC2=CNC3=C2C(=O)NC(=N3)N)C(=O)NC(CCC(=O)O)C(=O)O. Drug 2: C#CCC(CC1=CN=C2C(=N1)C(=NC(=N2)N)N)C3=CC=C(C=C3)C(=O)NC(CCC(=O)O)C(=O)O. Cell line: RPMI-8226. Synergy scores: CSS=27.9, Synergy_ZIP=1.97, Synergy_Bliss=-1.82, Synergy_Loewe=0.156, Synergy_HSA=0.0920.